Dataset: Catalyst prediction with 721,799 reactions and 888 catalyst types from USPTO. Task: Predict which catalyst facilitates the given reaction. (1) Reactant: [Br:1][C:2]1[CH:3]=[C:4]([N:9]2[C:13](=[O:14])[O:12][N:11]=[C:10]2[C:15]2[C:16]([NH:20][C:21](=[O:26])[C:22]([F:25])([F:24])[F:23])=[N:17][O:18][N:19]=2)[CH:5]=[CH:6][C:7]=1[F:8].[CH2:27]([OH:34])[C:28]1[CH:33]=[CH:32][CH:31]=[N:30][CH:29]=1.C1(P(C2C=CC=CC=2)C2C=CC=CC=2)C=CC=CC=1.N(C(OC(C)C)=O)=NC(OC(C)C)=O. Product: [F:23][C:22]([F:25])([F:24])[C:21]([OH:26])=[O:34].[Br:1][C:2]1[CH:3]=[C:4]([N:9]2[C:13](=[O:14])[O:12][N:11]=[C:10]2[C:15]2[C:16]([NH:20][CH2:27][C:28]3[CH:29]=[N:30][CH:31]=[CH:32][CH:33]=3)=[N:17][O:18][N:19]=2)[CH:5]=[CH:6][C:7]=1[F:8]. The catalyst class is: 7. (2) Reactant: O[Li].O.O.C([O:7][C:8]([C:10]1([CH2:14][CH2:15][CH2:16][CH2:17][C:18](=[O:32])[CH2:19][CH2:20][CH2:21][CH2:22][C:23]2([C:27]([O:29]CC)=[O:28])[CH2:26][CH2:25][CH2:24]2)[CH2:13][CH2:12][CH2:11]1)=[O:9])C. Product: [C:27]([C:23]1([CH2:22][CH2:21][CH2:20][CH2:19][C:18](=[O:32])[CH2:17][CH2:16][CH2:15][CH2:14][C:10]2([C:8]([OH:9])=[O:7])[CH2:11][CH2:12][CH2:13]2)[CH2:26][CH2:25][CH2:24]1)([OH:29])=[O:28]. The catalyst class is: 14. (3) Reactant: [CH2:1]([O:8][C@@H:9]1[C@@H:14]([O:15][CH2:16][C:17]2[CH:22]=[CH:21][CH:20]=[CH:19][CH:18]=2)[C@@H:13]([O:23][CH2:24][C:25]2[CH:30]=[CH:29][CH:28]=[CH:27][CH:26]=2)[C@@H:12]([CH2:31][O:32][CH2:33][C:34]2[CH:39]=[CH:38][CH:37]=[CH:36][CH:35]=2)[O:11][C@:10]21[C:47]1[CH:46]=[C:45]3[C:48]([C:55]4[CH:60]=[CH:59][C:58]([CH2:61][CH3:62])=[CH:57][CH:56]=4)=[C:49]([Si](C)(C)C)[S:50][C:44]3=[CH:43][C:42]=1[CH2:41][O:40]2)[C:2]1[CH:7]=[CH:6][CH:5]=[CH:4][CH:3]=1.[F-].C([N+](CCCC)(CCCC)CCCC)CCC.O1CCCC1.[Cl-].[NH4+]. Product: [CH2:1]([O:8][C@@H:9]1[C@@H:14]([O:15][CH2:16][C:17]2[CH:22]=[CH:21][CH:20]=[CH:19][CH:18]=2)[C@@H:13]([O:23][CH2:24][C:25]2[CH:26]=[CH:27][CH:28]=[CH:29][CH:30]=2)[C@@H:12]([CH2:31][O:32][CH2:33][C:34]2[CH:39]=[CH:38][CH:37]=[CH:36][CH:35]=2)[O:11][C@:10]21[C:47]1[CH:46]=[C:45]3[C:48]([C:55]4[CH:56]=[CH:57][C:58]([CH2:61][CH3:62])=[CH:59][CH:60]=4)=[CH:49][S:50][C:44]3=[CH:43][C:42]=1[CH2:41][O:40]2)[C:2]1[CH:7]=[CH:6][CH:5]=[CH:4][CH:3]=1. The catalyst class is: 7. (4) Reactant: [F:1][CH:2]([F:39])[C:3]1[N:7]([C:8]2[N:13]=[C:12]([N:14]3[CH2:19][CH2:18][O:17][CH2:16][CH2:15]3)[N:11]=[C:10]([N:20]([CH3:27])[CH:21]3[CH2:26][CH2:25][NH:24][CH2:23][CH2:22]3)[N:9]=2)[C:6]2[CH:28]=[CH:29][CH:30]=[C:31]([O:32][CH2:33][CH2:34][CH2:35][N:36]([CH3:38])[CH3:37])[C:5]=2[N:4]=1.C([O-])([O-])=O.[K+].[K+].[Cl:46][CH2:47][C:48](Cl)=[O:49]. The catalyst class is: 34. Product: [ClH:46].[Cl:46][CH2:47][C:48]([N:24]1[CH2:25][CH2:26][CH:21]([N:20]([CH3:27])[C:10]2[N:9]=[C:8]([N:7]3[C:6]4[CH:28]=[CH:29][CH:30]=[C:31]([O:32][CH2:33][CH2:34][CH2:35][N:36]([CH3:38])[CH3:37])[C:5]=4[NH:4][CH:3]3[CH:2]([F:1])[F:39])[N:13]=[C:12]([N:14]3[CH2:19][CH2:18][O:17][CH2:16][CH2:15]3)[N:11]=2)[CH2:22][CH2:23]1)=[O:49]. (5) Reactant: [C:1]([O:5][C:6]([NH:8][C:9]1[C:10]([C:14]([OH:16])=O)=[N:11][NH:12][CH:13]=1)=[O:7])([CH3:4])([CH3:3])[CH3:2].[N:17]1([C:23]2[C:24]([CH3:31])=[C:25]([NH2:30])[C:26]([NH2:29])=[CH:27][CH:28]=2)[CH2:22][CH2:21][O:20][CH2:19][CH2:18]1.C(Cl)CCl.C1C=CC2N(O)N=NC=2C=1. Product: [C:1]([O:5][C:6](=[O:7])[NH:8][C:9]1[C:10]([C:14](=[O:16])[NH:30][C:25]2[CH:24]=[CH:31][C:28]([CH2:23][N:17]3[CH2:18][CH2:19][O:20][CH2:21][CH2:22]3)=[CH:27][C:26]=2[NH2:29])=[N:11][NH:12][CH:13]=1)([CH3:2])([CH3:3])[CH3:4]. The catalyst class is: 3.